From a dataset of Forward reaction prediction with 1.9M reactions from USPTO patents (1976-2016). Predict the product of the given reaction. (1) The product is: [OH:34][CH2:3][CH2:4][N:5]1[CH:9]=[C:8]([C:10]2[CH:11]=[CH:12][C:13]([NH:14][C:15]3[C:19]4[CH2:20][N:21]([C:24](=[O:26])[CH3:25])[CH2:22][CH2:23][C:18]=4[N:17]([CH3:27])[N:16]=3)=[CH:28][CH:29]=2)[CH:7]=[N:6]1. Given the reactants CN(C)[CH2:3][CH2:4][N:5]1[CH:9]=[C:8]([C:10]2[CH:29]=[CH:28][C:13]([NH:14][C:15]3[C:19]4[CH2:20][N:21]([C:24](=[O:26])[CH3:25])[CH2:22][CH2:23][C:18]=4[N:17]([CH3:27])[N:16]=3)=[CH:12][CH:11]=2)[CH:7]=[N:6]1.BrCC[OH:34], predict the reaction product. (2) The product is: [C:15]([C:10]1[C:11](=[O:14])[N:12]([CH2:25][CH2:26][CH2:27][C:28]2[C:29]([Cl:35])=[CH:30][CH:31]=[CH:32][C:33]=2[Cl:34])[N:13]=[C:8]([C:5]2[CH:6]=[CH:7][C:2]([F:1])=[C:3]([CH3:19])[CH:4]=2)[CH:9]=1)([OH:17])=[O:16]. Given the reactants [F:1][C:2]1[CH:7]=[CH:6][C:5]([C:8]2[CH:9]=[C:10]([C:15]([O:17]C)=[O:16])[C:11](=[O:14])[NH:12][N:13]=2)=[CH:4][C:3]=1[CH3:19].CS(O[CH2:25][CH2:26][CH2:27][C:28]1[C:33]([Cl:34])=[CH:32][CH:31]=[CH:30][C:29]=1[Cl:35])(=O)=O, predict the reaction product. (3) Given the reactants [Cl:1][C:2]1[S:6][C:5]([S:7]([NH:10][C:11]2[CH:19]=[CH:18][C:14]([C:15]([OH:17])=[O:16])=[C:13]([OH:20])[CH:12]=2)(=[O:9])=[O:8])=[CH:4][C:3]=1[C:21]1[CH:26]=[CH:25][CH:24]=[CH:23][CH:22]=1.[CH3:27][O:28][CH2:29][CH:30](O)[CH2:31][CH3:32], predict the reaction product. The product is: [Cl:1][C:2]1[S:6][C:5]([S:7]([NH:10][C:11]2[CH:19]=[CH:18][C:14]([C:15]([O:17][CH:30]([CH2:29][O:28][CH3:27])[CH2:31][CH3:32])=[O:16])=[C:13]([OH:20])[CH:12]=2)(=[O:9])=[O:8])=[CH:4][C:3]=1[C:21]1[CH:22]=[CH:23][CH:24]=[CH:25][CH:26]=1. (4) The product is: [Cl:13][CH2:14][C:15]([NH:12][C:9]1[S:10][CH:11]=[C:7]([C:1]2[CH:2]=[CH:3][CH:4]=[CH:5][CH:6]=2)[N:8]=1)=[O:16]. Given the reactants [C:1]1([C:7]2[N:8]=[C:9]([NH2:12])[S:10][CH:11]=2)[CH:6]=[CH:5][CH:4]=[CH:3][CH:2]=1.[Cl:13][CH2:14][C:15](Cl)=[O:16].C(OCC)(=O)C, predict the reaction product. (5) Given the reactants [NH2:1][C:2]1[CH:7]=[C:6]([CH3:8])[CH:5]=[CH:4][N:3]=1.[Cl:9][C:10]1[CH:17]=[CH:16][CH:15]=[C:14]([F:18])[C:11]=1[CH:12]=O.[N+:19]([C:21]1[CH:30]=[CH:29][C:24]2[O:25][CH2:26][CH2:27][O:28][C:23]=2[CH:22]=1)#[C-:20], predict the reaction product. The product is: [Cl:9][C:10]1[CH:17]=[CH:16][CH:15]=[C:14]([F:18])[C:11]=1[C:12]1[N:1]=[C:2]2[CH:7]=[C:6]([CH3:8])[CH:5]=[CH:4][N:3]2[C:20]=1[NH:19][C:21]1[CH:30]=[CH:29][C:24]2[O:25][CH2:26][CH2:27][O:28][C:23]=2[CH:22]=1. (6) Given the reactants [NH2:1][C@@H:2]1[C:10]2[C:5](=[CH:6][CH:7]=[CH:8][CH:9]=2)[CH2:4][C@@H:3]1O.[OH:12]C1CC2C(=CC=CC=2)C1=NO.Cl, predict the reaction product. The product is: [NH2:1][C:2]1([OH:12])[C:10]2[C:5](=[CH:6][CH:7]=[CH:8][CH:9]=2)[CH2:4][CH2:3]1. (7) Given the reactants [CH3:1][CH:2]([N:4]1[C:8]([C:9]2[N:10]=[C:11]3[N:21]([CH:22]=2)[CH2:20][CH2:19][O:18][C:17]2[C:12]3=[CH:13][CH:14]=[C:15]([C:23]3[NH:27][N:26]=[CH:25][CH:24]=3)[CH:16]=2)=[N:7][CH:6]=[N:5]1)[CH3:3].CS(O[CH:33]1[CH2:38][CH2:37][N:36]([C:39]([O:41][C:42]([CH3:45])([CH3:44])[CH3:43])=[O:40])[CH2:35][CH2:34]1)(=O)=O.C([O-])([O-])=O.[K+].[K+], predict the reaction product. The product is: [C:42]([O:41][C:39]([N:36]1[CH2:37][CH2:38][CH:33]([N:27]2[C:23]([C:15]3[CH:16]=[C:17]4[C:12](=[CH:13][CH:14]=3)[C:11]3[N:21]([CH:22]=[C:9]([C:8]5[N:4]([CH:2]([CH3:1])[CH3:3])[N:5]=[CH:6][N:7]=5)[N:10]=3)[CH2:20][CH2:19][O:18]4)=[CH:24][CH:25]=[N:26]2)[CH2:34][CH2:35]1)=[O:40])([CH3:45])([CH3:43])[CH3:44]. (8) The product is: [CH3:9][O:8][C:6](=[O:7])[C:5]1[CH:4]=[CH:3][C:2]([S:1][CH2:35][CH:34]([C:33]2[N:25]([C:22]3[CH:23]=[CH:24][C:19]([Cl:18])=[CH:20][CH:21]=3)[N:26]=[C:27]3[C:32]=2[CH2:31][CH2:30][CH2:29][CH2:28]3)[CH:41]2[CH2:46][CH2:45][CH2:44][CH2:43][CH2:42]2)=[CH:11][CH:10]=1. Given the reactants [SH:1][C:2]1[CH:11]=[CH:10][C:5]([C:6]([O:8][CH3:9])=[O:7])=[CH:4][CH:3]=1.C([O-])([O-])=O.[K+].[K+].[Cl:18][C:19]1[CH:24]=[CH:23][C:22]([N:25]2[C:33]([CH:34]([CH:41]3[CH2:46][CH2:45][CH2:44][CH2:43][CH2:42]3)[CH2:35]OS(C)(=O)=O)=[C:32]3[C:27]([CH2:28][CH2:29][CH2:30][CH2:31]3)=[N:26]2)=[CH:21][CH:20]=1, predict the reaction product. (9) Given the reactants [C:1]1([S:7]([NH:10][CH2:11][C:12]2[N:13]=[C:14]([N:17]3[CH2:20][CH:19](OS(C)(=O)=O)[CH2:18]3)[S:15][CH:16]=2)(=[O:9])=[O:8])[CH:6]=[CH:5][CH:4]=[CH:3][CH:2]=1.[C:26]([O-:29])(=[S:28])[CH3:27].[K+], predict the reaction product. The product is: [C:26]([S:28][CH:19]1[CH2:18][N:17]([C:14]2[S:15][CH:16]=[C:12]([CH2:11][NH:10][S:7]([C:1]3[CH:2]=[CH:3][CH:4]=[CH:5][CH:6]=3)(=[O:8])=[O:9])[N:13]=2)[CH2:20]1)(=[O:29])[CH3:27]. (10) Given the reactants [OH-].[Na+].[C:3]([CH2:6][N:7]1[CH2:18][CH2:17][NH:16][CH2:15][CH2:14][N:13]([CH2:19][C:20]([OH:22])=[O:21])[CH2:12][CH2:11][N:10]([CH2:23][C:24]([OH:26])=[O:25])[CH2:9][CH2:8]1)([OH:5])=[O:4].O1[CH2:29][CH:28]1[CH2:30][CH2:31][C:32]([OH:34])=[O:33].CC(O)C, predict the reaction product. The product is: [O:33]=[C:32]1[O:34][CH:28]([CH2:29][N:16]2[CH2:15][CH2:14][N:13]([CH2:19][C:20]([OH:22])=[O:21])[CH2:12][CH2:11][N:10]([CH2:23][C:24]([OH:26])=[O:25])[CH2:9][CH2:8][N:7]([CH2:6][C:3]([OH:5])=[O:4])[CH2:18][CH2:17]2)[CH2:30][CH2:31]1.